Dataset: Catalyst prediction with 721,799 reactions and 888 catalyst types from USPTO. Task: Predict which catalyst facilitates the given reaction. (1) Reactant: [F:1][C:2]1[CH:8]=[CH:7][C:5]([NH2:6])=[C:4]([CH3:9])[CH:3]=1.C1C(=O)N([Cl:17])C(=O)C1. Product: [Cl:17][C:7]1[CH:8]=[C:2]([F:1])[CH:3]=[C:4]([CH3:9])[C:5]=1[NH2:6]. The catalyst class is: 10. (2) Reactant: [Cl:1][CH2:2][CH2:3][CH2:4][S:5][C:6]1[CH:11]=[CH:10][C:9]([F:12])=[CH:8][C:7]=1[N+:13]([O-])=O. Product: [ClH:1].[Cl:1][CH2:2][CH2:3][CH2:4][S:5][C:6]1[CH:11]=[CH:10][C:9]([F:12])=[CH:8][C:7]=1[NH2:13]. The catalyst class is: 563. (3) Reactant: [CH3:1][O:2][C:3]1[C:20]([O:21][CH3:22])=[CH:19][C:6]([C:7]([C:9]2[NH:13][N:12]=[N:11][C:10]=2[C:14]([O:16][CH2:17][CH3:18])=[O:15])=[O:8])=[C:5]([N+:23]([O-:25])=[O:24])[CH:4]=1.O.C1(C)C=CC(S(O)(=O)=O)=CC=1.[CH2:38]([O:40][CH2:41]OCC)[CH3:39]. Product: [CH2:38]([O:40][CH2:41][N:12]1[N:11]=[C:10]([C:14]([O:16][CH2:17][CH3:18])=[O:15])[C:9]([C:7](=[O:8])[C:6]2[CH:19]=[C:20]([O:21][CH3:22])[C:3]([O:2][CH3:1])=[CH:4][C:5]=2[N+:23]([O-:25])=[O:24])=[N:13]1)[CH3:39]. The catalyst class is: 2. (4) Reactant: [CH2:1]([O:3][C:4]([C:6]1[C:7](Cl)=[N:8][C:9]([S:12][CH3:13])=[N:10][CH:11]=1)=[O:5])[CH3:2].C([N:17](CC)CC)C.N. Product: [NH2:17][C:7]1[C:6]([C:4]([O:3][CH2:1][CH3:2])=[O:5])=[CH:11][N:10]=[C:9]([S:12][CH3:13])[N:8]=1. The catalyst class is: 7. (5) Reactant: C(OC(=O)[NH:7][CH2:8][C@@H:9]([NH:25][C:26]([C:28]1[S:44][C:31]2=[N:32][C:33]3[C:38]([CH:39]=[C:30]2[CH:29]=1)=[CH:37][C:36]([C:40]([CH3:43])([CH3:42])[CH3:41])=[CH:35][CH:34]=3)=[O:27])[C:10]1[CH:15]=[CH:14][CH:13]=[C:12]([NH:16][C:17]([C:19]2[CH:23]=[C:22]([CH3:24])[O:21][N:20]=2)=[O:18])[CH:11]=1)(C)(C)C. Product: [NH2:7][CH2:8][C@@H:9]([NH:25][C:26]([C:28]1[S:44][C:31]2=[N:32][C:33]3[C:38]([CH:39]=[C:30]2[CH:29]=1)=[CH:37][C:36]([C:40]([CH3:42])([CH3:41])[CH3:43])=[CH:35][CH:34]=3)=[O:27])[C:10]1[CH:15]=[CH:14][CH:13]=[C:12]([NH:16][C:17]([C:19]2[CH:23]=[C:22]([CH3:24])[O:21][N:20]=2)=[O:18])[CH:11]=1. The catalyst class is: 137. (6) The catalyst class is: 4. Product: [ClH:26].[NH:8]1[CH2:9][CH2:10][CH:11]([O:14][C:15]2[CH:16]=[CH:17][C:18]3[O:23][CH2:22][C:21](=[O:24])[NH:20][C:19]=3[CH:25]=2)[CH2:12][CH2:13]1. Reactant: C(OC([N:8]1[CH2:13][CH2:12][CH:11]([O:14][C:15]2[CH:16]=[CH:17][C:18]3[O:23][CH2:22][C:21](=[O:24])[NH:20][C:19]=3[CH:25]=2)[CH2:10][CH2:9]1)=O)(C)(C)C.[ClH:26].